Dataset: Reaction yield outcomes from USPTO patents with 853,638 reactions. Task: Predict the reaction yield, written as a fraction of the theoretical maximum amount of product (1.0 means a 100% yield; for example, 0.34 means a 34% yield). (1) The reactants are [C:1](O)(=[O:4])[CH:2]=[CH2:3].CN1CCOCC1.ClC(OCC(C)C)=O.Cl.[F:22][C:23]1[CH:36]=[CH:35][C:26]([O:27][CH2:28][CH:29]2[CH2:34][CH2:33][NH:32][CH2:31][CH2:30]2)=[CH:25][CH:24]=1. The catalyst is ClCCl.O. The product is [C:1]([N:32]1[CH2:31][CH2:30][CH:29]([CH2:28][O:27][C:26]2[CH:25]=[CH:24][C:23]([F:22])=[CH:36][CH:35]=2)[CH2:34][CH2:33]1)(=[O:4])[CH:2]=[CH2:3]. The yield is 0.280. (2) The reactants are [Cl:1][C:2]1[CH:7]=[CH:6][C:5]([O:8][C:9]2[CH:14]=[CH:13][C:12]([CH2:15][CH2:16][O:17][C:18]3[NH:19][CH:20]=[C:21]([CH2:25][C:26]4[CH:27]=[N:28][CH:29]=[N:30][CH:31]=4)[C:22](=[O:24])[N:23]=3)=[CH:11][CH:10]=2)=[CH:4][C:3]=1[C:32]([F:35])([F:34])[F:33].[CH3:36]CN(C(C)C)C(C)C.CI. The catalyst is ClCCl. The product is [Cl:1][C:2]1[CH:7]=[CH:6][C:5]([O:8][C:9]2[CH:14]=[CH:13][C:12]([CH2:15][CH2:16][O:17][C:18]3[N:19]([CH3:36])[CH:20]=[C:21]([CH2:25][C:26]4[CH:31]=[N:30][CH:29]=[N:28][CH:27]=4)[C:22](=[O:24])[N:23]=3)=[CH:11][CH:10]=2)=[CH:4][C:3]=1[C:32]([F:35])([F:33])[F:34]. The yield is 0.432. (3) The reactants are [CH3:1][C:2]1([CH3:16])[CH2:7][O:6][CH:5]([C:8]2[CH:13]=[CH:12][CH:11]=[CH:10][CH:9]=2)[O:4][C@H:3]1[CH2:14][OH:15].C(N(CC)CC)C.CS(C)=O. The catalyst is ClCCl. The product is [CH3:1][C:2]1([CH3:16])[CH2:7][O:6][CH:5]([C:8]2[CH:9]=[CH:10][CH:11]=[CH:12][CH:13]=2)[O:4][C@H:3]1[CH:14]=[O:15]. The yield is 0.750. (4) The reactants are C[O:2][C:3]([C:5]1([C:9]2[CH:14]=[CH:13][C:12]([NH:15][C:16]3[N:21]=[C:20]([C:22]4[C:23]([CH3:28])=[N:24][O:25][C:26]=4[CH3:27])[CH:19]=[C:18]([N:29]4[CH2:34][CH2:33][O:32][CH2:31][CH2:30]4)[N:17]=3)=[CH:11][CH:10]=2)[CH2:8][CH2:7][CH2:6]1)=[O:4].[OH-].[Na+]. The catalyst is CO.O. The product is [CH3:28][C:23]1[C:22]([C:20]2[CH:19]=[C:18]([N:29]3[CH2:34][CH2:33][O:32][CH2:31][CH2:30]3)[N:17]=[C:16]([NH:15][C:12]3[CH:13]=[CH:14][C:9]([C:5]4([C:3]([OH:4])=[O:2])[CH2:8][CH2:7][CH2:6]4)=[CH:10][CH:11]=3)[N:21]=2)=[C:26]([CH3:27])[O:25][N:24]=1. The yield is 0.840. (5) The product is [O:19]=[C:17]1[C:16]2[C:15](=[CH:23][CH:22]=[CH:21][CH:20]=2)[C:14](=[O:24])[N:18]1[CH2:2][C:3]1[CH:10]=[C:9]([CH3:11])[C:6]([C:7]#[N:8])=[C:5]([O:12][CH3:13])[N:4]=1. The yield is 0.820. The reactants are O[CH2:2][C:3]1[CH:10]=[C:9]([CH3:11])[C:6]([C:7]#[N:8])=[C:5]([O:12][CH3:13])[N:4]=1.[C:14]1(=[O:24])[NH:18][C:17](=[O:19])[C:16]2=[CH:20][CH:21]=[CH:22][CH:23]=[C:15]12.C1(P(C2C=CC=CC=2)C2C=CC=CC=2)C=CC=CC=1.CC(OC(/N=N/C(OC(C)C)=O)=O)C. The catalyst is O1CCCC1.